Dataset: Forward reaction prediction with 1.9M reactions from USPTO patents (1976-2016). Task: Predict the product of the given reaction. (1) Given the reactants Cl[C:2]1[CH:7]=[C:6]([N:8]2[CH2:13][CH2:12][O:11][CH2:10][CH2:9]2)[N:5]=[C:4]([CH2:14][CH2:15][CH2:16][C:17]2[CH:22]=[CH:21][C:20]([O:23][CH3:24])=[C:19]([O:25][CH3:26])[CH:18]=2)[N:3]=1.[NH2:27][NH2:28], predict the reaction product. The product is: [CH3:26][O:25][C:19]1[CH:18]=[C:17]([CH2:16][CH2:15][CH2:14][C:4]2[N:3]=[C:2]([NH:27][NH2:28])[CH:7]=[C:6]([N:8]3[CH2:13][CH2:12][O:11][CH2:10][CH2:9]3)[N:5]=2)[CH:22]=[CH:21][C:20]=1[O:23][CH3:24]. (2) Given the reactants O[C:2]1[CH:7]=[CH:6][C:5]([C:8]2[CH:13]=[CH:12][C:11]([C:14]([F:17])([F:16])[F:15])=[CH:10][CH:9]=2)=[CH:4][C:3]=1[CH2:18][CH2:19][C:20]([OH:22])=[O:21].FC(F)(F)C(O)=O, predict the reaction product. The product is: [F:15][C:14]([F:17])([F:16])[C:11]1[CH:12]=[CH:13][C:8]([C:5]2[CH:4]=[C:3]3[C:2](=[CH:7][CH:6]=2)[O:21][C:20](=[O:22])[CH2:19][CH2:18]3)=[CH:9][CH:10]=1. (3) Given the reactants [C:1](=[O:13])([O:5][C:6]1([CH3:12])[CH2:11][CH2:10][CH2:9][CH2:8][CH2:7]1)[O:2][CH2:3]Cl.N1C(C)=CC=CC=1C.[I-:22].[Na+], predict the reaction product. The product is: [C:1](=[O:13])([O:5][C:6]1([CH3:12])[CH2:11][CH2:10][CH2:9][CH2:8][CH2:7]1)[O:2][CH2:3][I:22]. (4) Given the reactants Br.[Cl:2][C:3]1[C:4](Br)=[N:5][CH:6]=[CH:7][C:8]=1[C:9](=O)[CH3:10].[CH3:13][C:14]1[CH:15]=[C:16]([NH:20][C:21]([NH2:23])=[S:22])[CH:17]=[CH:18][CH:19]=1.N, predict the reaction product. The product is: [Cl:2][C:3]1[CH:4]=[N:5][CH:6]=[CH:7][C:8]=1[C:9]1[N:23]=[C:21]([NH:20][C:16]2[CH:17]=[CH:18][CH:19]=[C:14]([CH3:13])[CH:15]=2)[S:22][CH:10]=1. (5) Given the reactants [C:1]([C:4]1[C:12]2[C:7](=[CH:8][CH:9]=[C:10]([C:13]#[C:14][Si](C)(C)C)[CH:11]=2)[N:6]([CH2:19][C:20]([N:22]2[CH2:26][C@H:25]([F:27])[CH2:24][C@H:23]2[C:28]([NH:30][CH2:31][C:32]2[CH:37]=[CH:36][CH:35]=[C:34]([Cl:38])[C:33]=2[F:39])=[O:29])=[O:21])[CH:5]=1)(=[O:3])[CH3:2].[F-].C([N+](CCCC)(CCCC)CCCC)CCC, predict the reaction product. The product is: [C:1]([C:4]1[C:12]2[C:7](=[CH:8][CH:9]=[C:10]([C:13]#[CH:14])[CH:11]=2)[N:6]([CH2:19][C:20]([N:22]2[CH2:26][C@H:25]([F:27])[CH2:24][C@H:23]2[C:28]([NH:30][CH2:31][C:32]2[CH:37]=[CH:36][CH:35]=[C:34]([Cl:38])[C:33]=2[F:39])=[O:29])=[O:21])[CH:5]=1)(=[O:3])[CH3:2]. (6) Given the reactants CO[C:3](=[O:18])[C:4]([CH3:17])([CH3:16])[CH2:5][O:6][CH2:7][C:8]1[CH:13]=[CH:12][C:11]([O:14][CH3:15])=[CH:10][CH:9]=1.[C:19](#[N:21])[CH3:20].[H-].[Na+], predict the reaction product. The product is: [CH3:15][O:14][C:11]1[CH:10]=[CH:9][C:8]([CH2:7][O:6][CH2:5][C:4]([CH3:16])([CH3:17])[C:3](=[O:18])[CH2:20][C:19]#[N:21])=[CH:13][CH:12]=1. (7) Given the reactants [NH2:1][C:2]1[CH:12]=[CH:11][C:5]([C:6]([O:8][CH2:9][CH3:10])=[O:7])=[CH:4][CH:3]=1.F[C:14]1[CH:19]=[CH:18][CH:17]=[CH:16][C:15]=1[N+:20]([O-:22])=[O:21], predict the reaction product. The product is: [N+:20]([C:15]1[CH:16]=[CH:17][CH:18]=[CH:19][C:14]=1[NH:1][C:2]1[CH:3]=[CH:4][C:5]([C:6]([O:8][CH2:9][CH3:10])=[O:7])=[CH:11][CH:12]=1)([O-:22])=[O:21]. (8) Given the reactants Cl[C:2]1[CH:11]=[CH:10][C:9]([S:12]([CH3:15])(=[O:14])=[O:13])=[CH:8][C:3]=1[C:4]([O:6][CH3:7])=[O:5].CCN(C(C)C)C(C)C.C(=O)([O-])[O-].[K+].[K+].Cl.[F:32][C:33]1([F:39])[CH2:38][CH2:37][NH:36][CH2:35][CH2:34]1, predict the reaction product. The product is: [F:32][C:33]1([F:39])[CH2:38][CH2:37][N:36]([C:2]2[CH:11]=[CH:10][C:9]([S:12]([CH3:15])(=[O:14])=[O:13])=[CH:8][C:3]=2[C:4]([O:6][CH3:7])=[O:5])[CH2:35][CH2:34]1. (9) Given the reactants [CH2:1]([O:5][C:6]1[C:15]2[C:10](=[CH:11][CH:12]=[C:13]([C:16]3[O:20][CH:19]=[N:18][CH:17]=3)[CH:14]=2)[C:9](=[O:21])[N:8]([CH2:22][CH:23]([CH3:25])[CH3:24])[C:7]=1[CH2:26][NH:27]C(=O)OC(C)(C)C)[CH2:2][CH2:3][CH3:4].[ClH:35], predict the reaction product. The product is: [ClH:35].[NH2:27][CH2:26][C:7]1[N:8]([CH2:22][CH:23]([CH3:24])[CH3:25])[C:9](=[O:21])[C:10]2[C:15]([C:6]=1[O:5][CH2:1][CH2:2][CH2:3][CH3:4])=[CH:14][C:13]([C:16]1[O:20][CH:19]=[N:18][CH:17]=1)=[CH:12][CH:11]=2.